Dataset: Forward reaction prediction with 1.9M reactions from USPTO patents (1976-2016). Task: Predict the product of the given reaction. (1) Given the reactants [SiH3:1][C:2]1[S:3][CH:4]=[CH:5][CH:6]=1.[CH2:7]([Li])[CH2:8][CH2:9][CH3:10].[Br-].[Mg+2].[Br-].[SiH3:33][C:30]1[S:29][C:28](C2C=C(C)C([C:28]3[S:29][C:30]([SiH3:33])=[CH:31][CH:32]=3)=CC=2C)=[CH:32][CH:31]=1.[SiH3]C1SC(C2C=C(C)C=CC=2C)=CC=1.[Br:49][C:50]1[CH:52]=[C:51](C)[C:50]([Br:49])=[CH:52][C:51]=1C.[Br:59][C:60]1C=C(C)C=CC=1C.C1C(=O)N(Br)C(=O)C1.[SiH3]C1C=C(CBr)C([SiH3])=CC=1CBr.[SiH3]C1C=C(CBr)C=CC=1CBr, predict the reaction product. The product is: [SiH3:1][C:2]1[S:3][C:4]([C:7]2[CH:52]=[C:51]([CH2:50][Br:49])[C:10]([C:28]3[S:29][C:30]([SiH3:33])=[CH:31][CH:32]=3)=[CH:9][C:8]=2[CH2:60][Br:59])=[CH:5][CH:6]=1. (2) Given the reactants [C:1]([O:5][C:6](=[O:40])[N:7]([C@H:9]([C:11](=[O:39])[NH:12][C@@H:13]1[C:19](=[O:20])[N:18]([CH2:21][C:22]2[C:31]3[C:26](=[CH:27][C:28](Br)=[CH:29][CH:30]=3)[CH:25]=[CH:24][C:23]=2[O:33][CH3:34])[C:17]2[CH:35]=[CH:36][CH:37]=[CH:38][C:16]=2[CH2:15][CH2:14]1)[CH3:10])[CH3:8])([CH3:4])([CH3:3])[CH3:2].[C:41]([NH2:44])(=[O:43])[CH3:42].C1(P(C2C=CC=CC=2)C2C3OC4C(=CC=CC=4P(C4C=CC=CC=4)C4C=CC=CC=4)C(C)(C)C=3C=CC=2)C=CC=CC=1.C([O-])([O-])=O.[Cs+].[Cs+], predict the reaction product. The product is: [C:1]([O:5][C:6](=[O:40])[N:7]([C@H:9]([C:11](=[O:39])[NH:12][C@@H:13]1[C:19](=[O:20])[N:18]([CH2:21][C:22]2[C:31]3[C:26](=[CH:27][C:28]([NH:44][C:41](=[O:43])[CH3:42])=[CH:29][CH:30]=3)[CH:25]=[CH:24][C:23]=2[O:33][CH3:34])[C:17]2[CH:35]=[CH:36][CH:37]=[CH:38][C:16]=2[CH2:15][CH2:14]1)[CH3:10])[CH3:8])([CH3:4])([CH3:3])[CH3:2].